Task: Predict which catalyst facilitates the given reaction.. Dataset: Catalyst prediction with 721,799 reactions and 888 catalyst types from USPTO (1) Reactant: [CH3:1][N:2]1[C:6]([C:7]2[O:8][CH:9]=[C:10]([C:12]([OH:14])=O)[N:11]=2)=[CH:5][CH:4]=[N:3]1.[NH2:15][C@@H:16]([CH2:29][C:30]1[CH:35]=[CH:34][CH:33]=[C:32]([F:36])[CH:31]=1)[CH2:17][N:18]1[C:26](=[O:27])[C:25]2[C:20](=[CH:21][CH:22]=[CH:23][CH:24]=2)[C:19]1=[O:28].C(N(CC)C(C)C)(C)C.F[P-](F)(F)(F)(F)F.Br[P+](N1CCCC1)(N1CCCC1)N1CCCC1. Product: [O:28]=[C:19]1[C:20]2[C:25](=[CH:24][CH:23]=[CH:22][CH:21]=2)[C:26](=[O:27])[N:18]1[CH2:17][C@@H:16]([NH:15][C:12]([C:10]1[N:11]=[C:7]([C:6]2[N:2]([CH3:1])[N:3]=[CH:4][CH:5]=2)[O:8][CH:9]=1)=[O:14])[CH2:29][C:30]1[CH:35]=[CH:34][CH:33]=[C:32]([F:36])[CH:31]=1. The catalyst class is: 4. (2) Reactant: [NH2:1][C:2]1[C:7]([OH:8])=[CH:6][CH:5]=[CH:4][N:3]=1.Cl[C:10]1[CH:15]=[C:14]([Cl:16])[N:13]=[N:12][C:11]=1[CH3:17].C([O-])([O-])=O.[Cs+].[Cs+]. Product: [Cl:16][C:14]1[N:13]=[N:12][C:11]([CH3:17])=[C:10]([O:8][C:7]2[C:2]([NH2:1])=[N:3][CH:4]=[CH:5][CH:6]=2)[CH:15]=1. The catalyst class is: 58. (3) Product: [NH2:1][CH:2]([C:3]1[CH:30]=[C:6]2[CH2:7][N:8]([C:12]([O:14][CH2:15][C:16]3[CH:21]=[C:20]([C:22]([F:24])([F:23])[F:25])[CH:19]=[C:18]([C:26]([F:27])([F:29])[F:28])[CH:17]=3)=[O:13])[CH2:9][CH2:10][CH2:11][N:5]2[N:4]=1)[C:31]([NH2:32])=[O:33]. The catalyst class is: 816. Reactant: [NH2:1][CH:2]([C:31]#[N:32])[C:3]1[CH:30]=[C:6]2[CH2:7][N:8]([C:12]([O:14][CH2:15][C:16]3[CH:21]=[C:20]([C:22]([F:25])([F:24])[F:23])[CH:19]=[C:18]([C:26]([F:29])([F:28])[F:27])[CH:17]=3)=[O:13])[CH2:9][CH2:10][CH2:11][N:5]2[N:4]=1.[OH-:33].[Na+].OO. (4) The catalyst class is: 4. Product: [CH:8]1[C:17]2[C:12](=[CH:13][CH:14]=[CH:15][CH:16]=2)[CH2:11][CH2:10][C:9]=1[C:18]1[CH:19]=[C:20]2[C:25](=[C:26]([OH:28])[CH:27]=1)[N:24]=[CH:23][NH:22][C:21]2=[O:45]. Reactant: FC(F)(F)C(O)=O.[CH:8]1[C:17]2[C:12](=[CH:13][CH:14]=[CH:15][CH:16]=2)[CH2:11][CH2:10][C:9]=1[C:18]1[CH:19]=[C:20]2[C:25](=[C:26]([O:28]COCC[Si](C)(C)C)[CH:27]=1)[N:24]=[CH:23][N:22](COCC[Si](C)(C)C)[C:21]2=[O:45].